This data is from Catalyst prediction with 721,799 reactions and 888 catalyst types from USPTO. The task is: Predict which catalyst facilitates the given reaction. (1) Reactant: [CH3:1][CH:2]([CH2:23][NH:24][CH2:25][C:26]1[CH:31]=[CH:30][CH:29]=[CH:28][CH:27]=1)[C:3]([N:5]([CH2:10][C:11]1[CH:21]=[C:20]([Cl:22])[C:14]2[O:15][CH2:16][CH2:17][CH2:18][O:19][C:13]=2[CH:12]=1)[CH2:6][CH:7]([CH3:9])[CH3:8])=[O:4].C=O.[C:34](O)(=O)C.C(O[BH-](OC(=O)C)OC(=O)C)(=O)C.[Na+]. Product: [CH3:1][CH:2]([CH2:23][N:24]([CH2:25][C:26]1[CH:27]=[CH:28][CH:29]=[CH:30][CH:31]=1)[CH3:34])[C:3]([N:5]([CH2:10][C:11]1[CH:21]=[C:20]([Cl:22])[C:14]2[O:15][CH2:16][CH2:17][CH2:18][O:19][C:13]=2[CH:12]=1)[CH2:6][CH:7]([CH3:8])[CH3:9])=[O:4]. The catalyst class is: 7. (2) Reactant: [NH:1]([C:6]([CH3:8])=[O:7])[CH2:2][C:3]([OH:5])=O.C(N(CC)CC)C.C(OC(Cl)=O)C(C)C.[NH2:24][CH2:25][CH2:26][C:27]([O:29][CH2:30][C:31]1[CH:36]=[CH:35][CH:34]=[CH:33][CH:32]=1)=[O:28].CC1C=CC(S(O)(=O)=O)=CC=1. Product: [NH:1]([C:6]([CH3:8])=[O:7])[CH2:2][C:3]([NH:24][CH2:25][CH2:26][C:27]([O:29][CH2:30][C:31]1[CH:36]=[CH:35][CH:34]=[CH:33][CH:32]=1)=[O:28])=[O:5]. The catalyst class is: 1. (3) Product: [NH2:5][CH2:6][CH2:7][O:8][C:9]1[CH:10]=[C:11]([C:15]#[C:16][C:17]2([OH:24])[CH2:23][CH2:22][CH2:21][CH2:20][CH2:19][CH2:18]2)[CH:12]=[CH:13][CH:14]=1. Reactant: FC(F)(F)C([NH:5][CH2:6][CH2:7][O:8][C:9]1[CH:14]=[CH:13][CH:12]=[C:11]([C:15]#[C:16][C:17]2([OH:24])[CH2:23][CH2:22][CH2:21][CH2:20][CH2:19][CH2:18]2)[CH:10]=1)=O.C([O-])([O-])=O.[K+].[K+]. The catalyst class is: 5. (4) Reactant: [C:1]([CH:3]1[C:7](=O)[CH2:6][N:5]([C:9]([O:11][C:12]([CH3:15])([CH3:14])[CH3:13])=[O:10])[CH2:4]1)#[N:2].[CH3:16][C:17]1[CH:21]=[C:20]([NH2:22])[NH:19][N:18]=1. Product: [NH2:2][C:1]1[N:19]2[N:18]=[C:17]([CH3:16])[CH:21]=[C:20]2[N:22]=[C:7]2[CH2:6][N:5]([C:9]([O:11][C:12]([CH3:15])([CH3:14])[CH3:13])=[O:10])[CH2:4][C:3]=12. The catalyst class is: 8. (5) Reactant: [CH3:1][O:2][C:3]([C:5]1[N:6]([CH3:36])[C:7]2[C:8]3[C:12]([CH2:13][CH2:14][C:15]=2[CH:16]=1)=[N:11][N:10](C(C1C=CC=CC=1)(C1C=CC=CC=1)C1C=CC=CC=1)[CH:9]=3)=[O:4]. Product: [CH3:1][O:2][C:3]([C:5]1[N:6]([CH3:36])[C:7]2[C:8]3[CH:9]=[N:10][NH:11][C:12]=3[CH2:13][CH2:14][C:15]=2[CH:16]=1)=[O:4]. The catalyst class is: 209. (6) Reactant: [F:1][C:2]1[CH:7]=[CH:6][C:5]([CH3:8])=[CH:4][C:3]=1[NH:9][C:10]([NH:12][C:13]1[CH:42]=[CH:41][C:16]([O:17][C:18]2[CH:23]=[CH:22][N:21]=[C:20]([C:24]3[NH:28][CH:27]=[C:26]([C:29]([NH:31][CH:32]([CH2:36][CH2:37][C:38](O)=[O:39])[C:33]([OH:35])=O)=[O:30])[CH:25]=3)[CH:19]=2)=[CH:15][CH:14]=1)=[O:11].Cl.C[N:45](C)[CH2:46][CH2:47]CN=C=NCC.[CH2:55]1[CH2:59]OCC1.Cl.C[N:62](C=O)C. Product: [CH2:46]([NH:45][C:33](=[O:35])[CH:32]([NH:31][C:29]([C:26]1[CH:25]=[C:24]([C:20]2[CH:19]=[C:18]([O:17][C:16]3[CH:41]=[CH:42][C:13]([NH:12][C:10]([NH:9][C:3]4[CH:4]=[C:5]([CH3:8])[CH:6]=[CH:7][C:2]=4[F:1])=[O:11])=[CH:14][CH:15]=3)[CH:23]=[CH:22][N:21]=2)[NH:28][CH:27]=1)=[O:30])[CH2:36][CH2:37][C:38]([NH:62][CH2:59][CH3:55])=[O:39])[CH3:47]. The catalyst class is: 6. (7) Reactant: [CH3:1][C:2]1([CH3:36])[O:7][C:6]2[CH:8]=[CH:9][C:10]([C@H:12]3[O:16][C:15](=[O:17])[N:14]([CH2:18][CH2:19][CH2:20][CH2:21][CH2:22][CH2:23][O:24][CH2:25][CH2:26][O:27][CH2:28][C:29]4[CH:34]=[CH:33][CH:32]=[C:31](I)[CH:30]=4)[CH2:13]3)=[CH:11][C:5]=2[CH2:4][O:3]1.[B:37]1([B:37]2[O:41][C:40]([CH3:43])([CH3:42])[C:39]([CH3:45])([CH3:44])[O:38]2)[O:41][C:40]([CH3:43])([CH3:42])[C:39]([CH3:45])([CH3:44])[O:38]1.C([O-])(=O)C.[K+].O. Product: [CH3:1][C:2]1([CH3:36])[O:7][C:6]2[CH:8]=[CH:9][C:10]([C@H:12]3[O:16][C:15](=[O:17])[N:14]([CH2:18][CH2:19][CH2:20][CH2:21][CH2:22][CH2:23][O:24][CH2:25][CH2:26][O:27][CH2:28][C:29]4[CH:34]=[CH:33][CH:32]=[C:31]([B:37]5[O:41][C:40]([CH3:43])([CH3:42])[C:39]([CH3:45])([CH3:44])[O:38]5)[CH:30]=4)[CH2:13]3)=[CH:11][C:5]=2[CH2:4][O:3]1. The catalyst class is: 151. (8) Reactant: Br[C:2]1[CH:7]=[CH:6][C:5](SCC)=[CH:4][CH:3]=1.[Mg].II.COCO[C:18]1[CH:25]=[CH:24][CH:23]=[CH:22][C:19]=1[CH:20]=[O:21].[Cl-].[NH4+]. Product: [C:19]1([CH:20]([C:2]2[CH:3]=[CH:4][CH:5]=[CH:6][CH:7]=2)[OH:21])[CH:22]=[CH:23][CH:24]=[CH:25][CH:18]=1. The catalyst class is: 30.